Dataset: Catalyst prediction with 721,799 reactions and 888 catalyst types from USPTO. Task: Predict which catalyst facilitates the given reaction. (1) Reactant: [CH3:1][O:2][C:3]1[CH:33]=[CH:32][C:6]([CH2:7][N:8]2[C:12]3=[N:13][CH:14]=[CH:15][C:16]([O:17][C:18]4[CH:23]=[CH:22][C:21]([NH2:24])=[CH:20][C:19]=4[F:25])=[C:11]3[C:10]([C:26]3[N:27]([CH3:31])[CH:28]=[CH:29][N:30]=3)=[N:9]2)=[CH:5][CH:4]=1.[F:34][C:35]1[CH:40]=[CH:39][C:38]([N:41]2[C:46](=[O:47])[C:45]([C:48](O)=[O:49])=[CH:44][CH:43]=[N:42]2)=[CH:37][CH:36]=1.Cl.C(N=C=NCCCN(C)C)C.N1(O)C2C=CC=CC=2N=N1.C(N(C(C)C)C(C)C)C. Product: [F:25][C:19]1[CH:20]=[C:21]([NH:24][C:48]([C:45]2[C:46](=[O:47])[N:41]([C:38]3[CH:39]=[CH:40][C:35]([F:34])=[CH:36][CH:37]=3)[N:42]=[CH:43][CH:44]=2)=[O:49])[CH:22]=[CH:23][C:18]=1[O:17][C:16]1[CH:15]=[CH:14][N:13]=[C:12]2[N:8]([CH2:7][C:6]3[CH:5]=[CH:4][C:3]([O:2][CH3:1])=[CH:33][CH:32]=3)[N:9]=[C:10]([C:26]3[N:27]([CH3:31])[CH:28]=[CH:29][N:30]=3)[C:11]=12. The catalyst class is: 2. (2) Reactant: C([O:3][C:4]([CH2:6][CH2:7][CH2:8][CH2:9][O:10][C:11]1[CH:12]=[N:13][C:14]([N:17]2[CH2:22][CH2:21][CH:20]([C:23]3[C:32]([CH:33]([F:44])[C:34]4[CH:39]=[CH:38][C:37]([C:40]([F:43])([F:42])[F:41])=[CH:36][CH:35]=4)=[C:31]([CH:45]4[CH2:50][CH2:49][C:48]([F:52])([F:51])[CH2:47][CH2:46]4)[C:30]4[CH:29]([OH:53])[CH2:28][C:27]([CH3:55])([CH3:54])[CH2:26][C:25]=4[N:24]=3)[CH2:19][CH2:18]2)=[N:15][CH:16]=1)=[O:5])C.O1CCCC1.[OH-].[Na+].Cl. Product: [C:4]([CH2:6][CH2:7][CH2:8][CH2:9][O:10][C:11]1[CH:16]=[N:15][C:14]([N:17]2[CH2:22][CH2:21][CH:20]([C:23]3[C:32]([CH:33]([F:44])[C:34]4[CH:35]=[CH:36][C:37]([C:40]([F:41])([F:42])[F:43])=[CH:38][CH:39]=4)=[C:31]([CH:45]4[CH2:46][CH2:47][C:48]([F:52])([F:51])[CH2:49][CH2:50]4)[C:30]4[CH:29]([OH:53])[CH2:28][C:27]([CH3:55])([CH3:54])[CH2:26][C:25]=4[N:24]=3)[CH2:19][CH2:18]2)=[N:13][CH:12]=1)([OH:5])=[O:3]. The catalyst class is: 8. (3) Product: [CH3:1][C:2]1[CH:7]=[CH:6][CH:5]=[C:4]([C:8]#[C:9][CH:10]=[C:11]2[CH2:12][CH2:13][N:14]([C:18]3[CH:19]=[N:20][CH:21]=[CH:22][C:23]=3[CH3:24])[CH2:15][CH2:16]2)[N:3]=1. The catalyst class is: 167. Reactant: [CH3:1][C:2]1[CH:7]=[CH:6][CH:5]=[C:4]([C:8]#[C:9][CH:10]=[C:11]2[CH2:16][CH2:15][NH:14][CH2:13][CH2:12]2)[N:3]=1.Br[C:18]1[CH:19]=[N:20][CH:21]=[CH:22][C:23]=1[CH3:24].C(=O)([O-])[O-].[Cs+].[Cs+].C1(P(C2CCCCC2)C2C=CC=CC=2C2C=CC=CC=2)CCCCC1. (4) Reactant: [C:1]([O:5][CH2:6][CH2:7][CH2:8][CH2:9][CH2:10][CH:11]([CH3:13])[CH3:12])(=[O:4])[CH:2]=[CH2:3].[C:14]([NH2:18])(=[O:17])[CH:15]=[CH2:16].[C:19]([O:22][CH:23]=[CH2:24])(=[O:21])[CH3:20].N(C(C)(CC(C)C)C#N)=NC(C)(CC(C)C)C#N. Product: [C:1]([O:5][CH2:6][CH2:7][CH2:8][CH2:9][CH2:10][CH:11]([CH3:13])[CH3:12])(=[O:4])[CH:2]=[CH2:3].[C:14]([NH2:18])(=[O:17])[CH:15]=[CH2:16].[C:19]([O:22][CH:23]=[CH2:24])(=[O:21])[CH3:20]. The catalyst class is: 125. (5) Reactant: [C:1]([C:3]1[CH:23]=[C:22]([C:24]2[N:29]=[C:28]([NH:30][C:31]3[CH:32]=[N:33][N:34]([CH3:40])[C:35]=3[C:36]([O:38][CH3:39])=[O:37])[N:27]=[CH:26][N:25]=2)[CH:21]=[CH:20][C:4]=1[O:5][C@H:6]1[CH2:11][CH2:10][N:9](C(OC(C)(C)C)=O)[CH2:8][C@H:7]1[F:19])#[N:2].FC(F)(F)C(O)=O. Product: [C:1]([C:3]1[CH:23]=[C:22]([C:24]2[N:25]=[CH:26][N:27]=[C:28]([NH:30][C:31]3[CH:32]=[N:33][N:34]([CH3:40])[C:35]=3[C:36]([O:38][CH3:39])=[O:37])[N:29]=2)[CH:21]=[CH:20][C:4]=1[O:5][C@H:6]1[CH2:11][CH2:10][NH:9][CH2:8][C@H:7]1[F:19])#[N:2]. The catalyst class is: 4. (6) Reactant: [NH2:1][CH2:2][C:3]1[CH:4]=[C:5]([CH:28]=[CH:29][CH:30]=1)[C:6]([NH:8][CH2:9][C:10]1[CH:15]=[CH:14][C:13]([C:16]2[C:17]([C:23]([O:25][CH3:26])=[O:24])=[C:18]([F:22])[CH:19]=[CH:20][CH:21]=2)=[CH:12][C:11]=1[F:27])=[O:7].[F:31][C:32]([F:43])([F:42])[C:33](O[C:33](=[O:34])[C:32]([F:43])([F:42])[F:31])=[O:34].C(N(CC)CC)C. Product: [F:22][C:18]1[CH:19]=[CH:20][CH:21]=[C:16]([C:13]2[CH:14]=[CH:15][C:10]([CH2:9][NH:8][C:6](=[O:7])[C:5]3[CH:28]=[CH:29][CH:30]=[C:3]([CH2:2][NH:1][C:33](=[O:34])[C:32]([F:43])([F:42])[F:31])[CH:4]=3)=[C:11]([F:27])[CH:12]=2)[C:17]=1[C:23]([O:25][CH3:26])=[O:24]. The catalyst class is: 2.